Regression. Given two drug SMILES strings and cell line genomic features, predict the synergy score measuring deviation from expected non-interaction effect. From a dataset of NCI-60 drug combinations with 297,098 pairs across 59 cell lines. (1) Drug 1: C1=CC(=CC=C1C#N)C(C2=CC=C(C=C2)C#N)N3C=NC=N3. Drug 2: CC12CCC3C(C1CCC2O)C(CC4=C3C=CC(=C4)O)CCCCCCCCCS(=O)CCCC(C(F)(F)F)(F)F. Cell line: HOP-92. Synergy scores: CSS=-1.47, Synergy_ZIP=1.61, Synergy_Bliss=-2.09, Synergy_Loewe=-2.47, Synergy_HSA=-4.26. (2) Drug 1: C1CC(=O)NC(=O)C1N2CC3=C(C2=O)C=CC=C3N. Drug 2: CC1C(C(CC(O1)OC2CC(CC3=C2C(=C4C(=C3O)C(=O)C5=C(C4=O)C(=CC=C5)OC)O)(C(=O)C)O)N)O.Cl. Cell line: BT-549. Synergy scores: CSS=20.9, Synergy_ZIP=3.79, Synergy_Bliss=7.09, Synergy_Loewe=7.27, Synergy_HSA=7.53. (3) Drug 1: CC(C)(C#N)C1=CC(=CC(=C1)CN2C=NC=N2)C(C)(C)C#N. Drug 2: C1CN(CCN1C(=O)CCBr)C(=O)CCBr. Synergy scores: CSS=6.25, Synergy_ZIP=-4.13, Synergy_Bliss=-1.43, Synergy_Loewe=-6.36, Synergy_HSA=-6.25. Cell line: 786-0. (4) Drug 1: CCC(=C(C1=CC=CC=C1)C2=CC=C(C=C2)OCCN(C)C)C3=CC=CC=C3.C(C(=O)O)C(CC(=O)O)(C(=O)O)O. Drug 2: CC1C(C(CC(O1)OC2CC(OC(C2O)C)OC3=CC4=CC5=C(C(=O)C(C(C5)C(C(=O)C(C(C)O)O)OC)OC6CC(C(C(O6)C)O)OC7CC(C(C(O7)C)O)OC8CC(C(C(O8)C)O)(C)O)C(=C4C(=C3C)O)O)O)O. Cell line: SNB-19. Synergy scores: CSS=36.8, Synergy_ZIP=8.42, Synergy_Bliss=7.58, Synergy_Loewe=-10.3, Synergy_HSA=5.95.